This data is from Forward reaction prediction with 1.9M reactions from USPTO patents (1976-2016). The task is: Predict the product of the given reaction. (1) Given the reactants [CH3:1][CH:2]([CH3:12])[CH:3]([NH:5][C:6](=[O:11])[CH2:7][C:8](=[O:10])[CH3:9])[CH3:4].CO[CH:15](OC)[N:16]([CH3:18])[CH3:17], predict the reaction product. The product is: [CH3:15][N:16]([CH:18]=[C:7]([C:8](=[O:10])[CH3:9])[C:6]([NH:5][CH:3]([CH:2]([CH3:12])[CH3:1])[CH3:4])=[O:11])[CH3:17]. (2) Given the reactants [NH2:1][C:2]1[CH:10]=[CH:9][C:8]([O:11][CH3:12])=[CH:7][C:3]=1[C:4]([NH2:6])=[O:5].[OH:13][CH2:14][CH2:15][O:16][C:17]1[C:24]([CH3:25])=[CH:23][C:20]([CH:21]=O)=[CH:19][C:18]=1[CH3:26].S([O-])(O)=O.[Na+].O.C1(C)C=CC(S(O)(=O)=O)=CC=1, predict the reaction product. The product is: [OH:13][CH2:14][CH2:15][O:16][C:17]1[C:24]([CH3:25])=[CH:23][C:20]([C:21]2[NH:6][C:4](=[O:5])[C:3]3[C:2](=[CH:10][CH:9]=[C:8]([O:11][CH3:12])[CH:7]=3)[N:1]=2)=[CH:19][C:18]=1[CH3:26]. (3) Given the reactants [O:1]1[C:5]2[CH:6]=[CH:7][C:8]([C:10]3[CH:15]=[CH:14][C:13]([C:16]4[N:20]([CH2:21][C@@H:22]5[CH2:26][CH2:25][NH:24][CH2:23]5)[C:19](=[O:27])[C:18]5([CH2:31][CH2:30][CH2:29][CH2:28]5)[N:17]=4)=[CH:12][CH:11]=3)=[CH:9][C:4]=2[CH:3]=[CH:2]1.[O:32]1[CH2:36][CH2:35][CH2:34][CH:33]1[C:37](O)=[O:38].CCN(CC)CC.CN(C(ON1N=NC2C=CC=NC1=2)=[N+](C)C)C.F[P-](F)(F)(F)(F)F, predict the reaction product. The product is: [O:1]1[C:5]2[CH:6]=[CH:7][C:8]([C:10]3[CH:15]=[CH:14][C:13]([C:16]4[N:20]([CH2:21][C@@H:22]5[CH2:26][CH2:25][N:24]([C:37]([C@@H:33]6[CH2:34][CH2:35][CH2:36][O:32]6)=[O:38])[CH2:23]5)[C:19](=[O:27])[C:18]5([CH2:31][CH2:30][CH2:29][CH2:28]5)[N:17]=4)=[CH:12][CH:11]=3)=[CH:9][C:4]=2[CH:3]=[CH:2]1.